From a dataset of Reaction yield outcomes from USPTO patents with 853,638 reactions. Predict the reaction yield, written as a fraction of the theoretical maximum amount of product (1.0 means a 100% yield; for example, 0.34 means a 34% yield). The reactants are [Cl:1][C:2]1[CH:7]=[C:6]([N+:8]([O-:10])=[O:9])[CH:5]=[CH:4][C:3]=1[C:11]([CH3:15])([CH3:14])[CH2:12][NH2:13].[NH:16]1[C:24]2[C:19](=[CH:20][CH:21]=[CH:22][CH:23]=2)[C:18]([C:25](O)=[O:26])=[N:17]1.C1C=CC2N(O)N=NC=2C=1.C(Cl)CCl. The catalyst is C(Cl)Cl. The product is [Cl:1][C:2]1[CH:7]=[C:6]([N+:8]([O-:10])=[O:9])[CH:5]=[CH:4][C:3]=1[C:11]([CH3:15])([CH3:14])[CH2:12][NH:13][C:25]([C:18]1[C:19]2[C:24](=[CH:23][CH:22]=[CH:21][CH:20]=2)[NH:16][N:17]=1)=[O:26]. The yield is 0.440.